From a dataset of Forward reaction prediction with 1.9M reactions from USPTO patents (1976-2016). Predict the product of the given reaction. (1) Given the reactants [F:1][C:2]1[CH:7]=[CH:6][C:5]([CH2:8][N:9]2[CH2:29][CH2:28][C:12]3([O:17][CH2:16][CH2:15][N:14]([C:18]([C:20]4[N:21]=[C:22]([CH:25]([CH3:27])[CH3:26])[S:23][CH:24]=4)=[O:19])[CH2:13]3)[CH2:11][CH2:10]2)=[CH:4][C:3]=1[CH2:30]CC(N)=O.S(=O)(=O)(O)O, predict the reaction product. The product is: [CH2:8]([NH:9][CH2:10][CH2:30][C:3]1[CH:4]=[C:5]([CH2:8][N:9]2[CH2:10][CH2:11][C:12]3([O:17][CH2:16][CH2:15][N:14]([C:18]([C:20]4[N:21]=[C:22]([CH:25]([CH3:26])[CH3:27])[S:23][CH:24]=4)=[O:19])[CH2:13]3)[CH2:28][CH2:29]2)[CH:6]=[CH:7][C:2]=1[F:1])[C:5]1[CH:6]=[CH:7][CH:2]=[CH:3][CH:4]=1. (2) Given the reactants [NH2:1][C@H:2]([CH2:23][C:24]1[CH:29]=[CH:28][C:27]([Cl:30])=[CH:26][CH:25]=1)[C:3]([NH:5][N:6]1[CH2:10][CH2:9][C@@H:8]([N:11]([CH:17]2[CH2:22][CH2:21][CH2:20][CH2:19][CH2:18]2)[C:12](=[O:16])[CH:13]([CH3:15])[CH3:14])[CH2:7]1)=[O:4].C(O)(C(F)(F)F)=O.[C:38]([N:45]1[CH2:48][C:47](=O)[CH2:46]1)([O:40][C:41]([CH3:44])([CH3:43])[CH3:42])=[O:39], predict the reaction product. The product is: [C:38]([N:45]1[CH2:46][CH:47]([NH:1][C@H:2]([CH2:23][C:24]2[CH:29]=[CH:28][C:27]([Cl:30])=[CH:26][CH:25]=2)[C:3]([NH:5][N:6]2[CH2:10][CH2:9][C@H:8]([N:11]([CH:17]3[CH2:22][CH2:21][CH2:20][CH2:19][CH2:18]3)[C:12](=[O:16])[CH:13]([CH3:15])[CH3:14])[CH2:7]2)=[O:4])[CH2:48]1)([O:40][C:41]([CH3:44])([CH3:43])[CH3:42])=[O:39].